From a dataset of Full USPTO retrosynthesis dataset with 1.9M reactions from patents (1976-2016). Predict the reactants needed to synthesize the given product. (1) Given the product [OH:21]/[N:20]=[C:9]1\[CH2:8][CH2:7][C:6]2[C:10]\1=[CH:11][C:3]([O:2][CH3:1])=[CH:4][CH:5]=2, predict the reactants needed to synthesize it. The reactants are: [CH3:1][O:2][C:3]1[CH:11]=[C:10]2[C:6]([CH2:7][CH2:8][C:9]2=O)=[CH:5][CH:4]=1.CCN(CC)CC.[NH2:20][OH:21].Cl. (2) Given the product [C:13]1([NH:12][C:5]2[N:6]=[CH:7][CH:8]=[CH:9][C:4]=2[C:3]([O:2][CH3:1])=[O:11])[CH:18]=[CH:17][CH:16]=[CH:15][CH:14]=1, predict the reactants needed to synthesize it. The reactants are: [CH3:1][O:2][C:3](=[O:11])[C:4]1[CH:9]=[CH:8][CH:7]=[N:6][C:5]=1F.[NH2:12][C:13]1[CH:18]=[CH:17][CH:16]=[CH:15][CH:14]=1. (3) The reactants are: [CH3:1][C:2]([O:9][C:10]1[NH:14][N:13]=[C:12]([CH3:15])[CH:11]=1)([CH3:8])[C:3]([O:5][CH2:6][CH3:7])=[O:4].[H-].[Na+].CS(O[CH2:23][CH2:24][C@H:25]1[O:31][C@H:30]([C:32]2[C:37](F)=[CH:36][CH:35]=[C:34]([O:39][CH3:40])[C:33]=2[O:41][CH3:42])[C:29]2[CH:43]=[C:44]([Cl:47])[CH:45]=[CH:46][C:28]=2[N:27]2[CH:48]=[CH:49][CH:50]=[C:26]12)(=O)=O. Given the product [Cl:47][C:44]1[CH:45]=[CH:46][C:28]2[N:27]3[CH:48]=[CH:49][CH:50]=[C:26]3[C@@H:25]([CH2:24][CH2:23][N:13]3[C:12]([CH3:15])=[CH:11][C:10]([O:9][C:2]([CH3:1])([CH3:8])[C:3]([O:5][CH2:6][CH3:7])=[O:4])=[N:14]3)[O:31][C@H:30]([C:32]3[CH:37]=[CH:36][CH:35]=[C:34]([O:39][CH3:40])[C:33]=3[O:41][CH3:42])[C:29]=2[CH:43]=1, predict the reactants needed to synthesize it.